From a dataset of Forward reaction prediction with 1.9M reactions from USPTO patents (1976-2016). Predict the product of the given reaction. (1) The product is: [CH3:1][O:2][C:3]1[CH:4]=[C:5]([CH:24]=[CH:25][CH:26]=1)[CH2:6][NH:7][C:8]([C:10]1[S:31][CH:30]=[C:13]([C:15]2[C:23]3[C:18](=[N:19][CH:20]=[CH:21][CH:22]=3)[NH:17][CH:16]=2)[CH:14]=1)=[O:9]. Given the reactants [CH3:1][O:2][C:3]1[CH:4]=[C:5]([CH:24]=[CH:25][CH:26]=1)[CH2:6][NH:7][C:8]([C:10]1[CH:14]=[C:13]([C:15]2[C:23]3[C:18](=[N:19][CH:20]=[CH:21][CH:22]=3)[NH:17][CH:16]=2)SC=1)=[O:9].BrC1C=[C:30](C(O)=O)[S:31]C=1, predict the reaction product. (2) Given the reactants [Cl:1][C:2]1[CH:7]=[C:6]([Cl:8])[CH:5]=[CH:4][C:3]=1[N:9]1[C:13]([C:14]2[CH:19]=[CH:18][C:17]([O:20][CH2:21][CH2:22][C:23]([F:26])([F:25])[F:24])=[CH:16][CH:15]=2)=[C:12]([CH3:27])[C:11]([C:28]([O:30]CC)=[O:29])=[N:10]1.[OH-].[K+], predict the reaction product. The product is: [Cl:1][C:2]1[CH:7]=[C:6]([Cl:8])[CH:5]=[CH:4][C:3]=1[N:9]1[C:13]([C:14]2[CH:15]=[CH:16][C:17]([O:20][CH2:21][CH2:22][C:23]([F:24])([F:25])[F:26])=[CH:18][CH:19]=2)=[C:12]([CH3:27])[C:11]([C:28]([OH:30])=[O:29])=[N:10]1.